This data is from Peptide-MHC class II binding affinity with 134,281 pairs from IEDB. The task is: Regression. Given a peptide amino acid sequence and an MHC pseudo amino acid sequence, predict their binding affinity value. This is MHC class II binding data. (1) The peptide sequence is HPDYAILAARIAVSN. The MHC is HLA-DQA10401-DQB10402 with pseudo-sequence HLA-DQA10401-DQB10402. The binding affinity (normalized) is 0.581. (2) The peptide sequence is KMIGGIGGFIKVRQYDQIHI. The MHC is DRB1_1101 with pseudo-sequence DRB1_1101. The binding affinity (normalized) is 0.415. (3) The peptide sequence is EFQVVNPHLLRVLTE. The MHC is HLA-DQA10501-DQB10201 with pseudo-sequence HLA-DQA10501-DQB10201. The binding affinity (normalized) is 0.315. (4) The peptide sequence is LFGKKNLIPSSASPW. The MHC is DRB3_0301 with pseudo-sequence DRB3_0301. The binding affinity (normalized) is 0.797. (5) The peptide sequence is KTKNKTNWKQTWTFK. The MHC is DRB1_0801 with pseudo-sequence DRB1_0801. The binding affinity (normalized) is 0.478. (6) The peptide sequence is VIDVKLVDANGTLHD. The MHC is HLA-DPA10301-DPB10402 with pseudo-sequence HLA-DPA10301-DPB10402. The binding affinity (normalized) is 0.199. (7) The peptide sequence is MKSSWGAIWRIDPKK. The MHC is DRB1_0101 with pseudo-sequence DRB1_0101. The binding affinity (normalized) is 0.192.